From a dataset of Reaction yield outcomes from USPTO patents with 853,638 reactions. Predict the reaction yield, written as a fraction of the theoretical maximum amount of product (1.0 means a 100% yield; for example, 0.34 means a 34% yield). (1) The reactants are [CH2:1]([O:3][C:4]1[CH:9]=[CH:8][C:7]([C:10]2[CH:15]=[CH:14][C:13]([CH2:16][CH2:17][C:18]3(O)[CH2:23][CH2:22][CH:21]([CH:24]4[CH2:29][CH2:28][CH:27]([CH2:30][CH2:31][CH3:32])[CH2:26][CH2:25]4)[CH2:20][O:19]3)=[C:12]([F:34])[C:11]=2[F:35])=[C:6]([F:36])[C:5]=1[F:37])[CH3:2].C1(C)C=CC(S(Cl)(=O)=O)=CC=1. The catalyst is C1(C)C=CC=CC=1. The product is [CH2:1]([O:3][C:4]1[CH:9]=[CH:8][C:7]([C:10]2[CH:15]=[CH:14][C:13]([CH2:16][CH2:17][C:18]3[O:19][CH2:20][CH:21]([CH:24]4[CH2:29][CH2:28][CH:27]([CH2:30][CH2:31][CH3:32])[CH2:26][CH2:25]4)[CH2:22][CH:23]=3)=[C:12]([F:34])[C:11]=2[F:35])=[C:6]([F:36])[C:5]=1[F:37])[CH3:2]. The yield is 0.959. (2) The reactants are [C:1]1([CH2:7][CH2:8][CH2:9][N:10]=[C:11]=[O:12])[CH:6]=[CH:5][CH:4]=[CH:3][CH:2]=1.[NH2:13][CH2:14][C:15]1[CH:20]=[CH:19][CH:18]=[CH:17][N:16]=1. The catalyst is C1COCC1.C1C=CC=CC=1. The product is [C:1]1([CH2:7][CH2:8][CH2:9][NH:10][C:11]([NH:13][CH2:14][C:15]2[CH:20]=[CH:19][CH:18]=[CH:17][N:16]=2)=[O:12])[CH:6]=[CH:5][CH:4]=[CH:3][CH:2]=1. The yield is 0.920. (3) The reactants are Br[C:2]1[C:3]([Cl:29])=[CH:4][C:5]([O:21][C:22]2[CH:27]=[CH:26][C:25]([F:28])=[CH:24][CH:23]=2)=[C:6]([CH:20]=1)[C:7]([NH:9][C:10]1[CH:15]=[CH:14][CH:13]=[C:12]([S:16](=[O:19])(=[O:18])[NH2:17])[CH:11]=1)=[O:8].[CH3:30]B(O)O.C(=O)([O-])[O-].[Na+].[Na+]. The catalyst is C1C=CC([P]([Pd]([P](C2C=CC=CC=2)(C2C=CC=CC=2)C2C=CC=CC=2)([P](C2C=CC=CC=2)(C2C=CC=CC=2)C2C=CC=CC=2)[P](C2C=CC=CC=2)(C2C=CC=CC=2)C2C=CC=CC=2)(C2C=CC=CC=2)C2C=CC=CC=2)=CC=1.COCCOC. The product is [Cl:29][C:3]1[C:2]([CH3:30])=[CH:20][C:6]([C:7]([NH:9][C:10]2[CH:15]=[CH:14][CH:13]=[C:12]([S:16](=[O:19])(=[O:18])[NH2:17])[CH:11]=2)=[O:8])=[C:5]([O:21][C:22]2[CH:27]=[CH:26][C:25]([F:28])=[CH:24][CH:23]=2)[CH:4]=1. The yield is 0.290. (4) The yield is 0.710. The reactants are [CH3:1][S:2]([C:5]1[CH:13]=[CH:12][C:8]([C:9]([OH:11])=O)=[CH:7][CH:6]=1)(=[O:4])=[O:3].C(Cl)(=O)C(Cl)=O.[C:20]1([O:26][CH3:27])[CH:25]=[CH:24][CH:23]=[CH:22][CH:21]=1.[Cl-].[Al+3].[Cl-].[Cl-].Cl. The product is [CH3:27][O:26][C:20]1[CH:25]=[CH:24][C:23]([C:9]([C:8]2[CH:7]=[CH:6][C:5]([S:2]([CH3:1])(=[O:3])=[O:4])=[CH:13][CH:12]=2)=[O:11])=[CH:22][CH:21]=1. The catalyst is C(Cl)Cl.CN(C=O)C. (5) The reactants are Cl[C:2]1[N:9]=[CH:8][CH:7]=[CH:6][C:3]=1[C:4]#[N:5].NC(N)=[S:12]. The catalyst is C(O)CCC. The product is [SH:12][C:2]1[N:9]=[CH:8][CH:7]=[CH:6][C:3]=1[C:4]#[N:5]. The yield is 0.730.